Predict the reaction yield, written as a fraction of the theoretical maximum amount of product (1.0 means a 100% yield; for example, 0.34 means a 34% yield). From a dataset of Reaction yield outcomes from USPTO patents with 853,638 reactions. (1) The reactants are [Cl:1][C:2]1[NH:3][C:4]([NH2:11])=[C:5]2[C:9]([N:10]=1)=[N:8][CH:7]=[N:6]2.C(=O)([O-])[O-].[K+].[K+].Br[CH2:19][CH:20]1[CH2:25][CH2:24][O:23][CH2:22][CH2:21]1. The catalyst is CN(C=O)C.C(Cl)(Cl)Cl.C(O)(C)C. The product is [Cl:1][C:2]1[N:10]=[C:9]2[C:5]([N:6]=[CH:7][N:8]2[CH2:19][CH:20]2[CH2:25][CH2:24][O:23][CH2:22][CH2:21]2)=[C:4]([NH2:11])[N:3]=1. The yield is 0.520. (2) The reactants are [CH3:1][N:2]1[C:7](=[O:8])[C:6]([N:9]2[CH2:14][CH2:13][O:12][CH2:11][CH2:10]2)=[C:5]2[C:15](=O)[N:16]([CH2:19][CH2:20][C:21]3[CH:30]=[CH:29][C:28]4[C:23](=[CH:24][CH:25]=[CH:26][CH:27]=4)[N:22]=3)[C:17](=[O:18])[C:4]2=[CH:3]1. The catalyst is C(O)(=O)C.[Zn]. The product is [CH3:1][N:2]1[C:7](=[O:8])[C:6]([N:9]2[CH2:14][CH2:13][O:12][CH2:11][CH2:10]2)=[C:5]2[CH2:15][N:16]([CH2:19][CH2:20][C:21]3[CH:30]=[CH:29][C:28]4[C:23](=[CH:24][CH:25]=[CH:26][CH:27]=4)[N:22]=3)[C:17](=[O:18])[C:4]2=[CH:3]1. The yield is 0.0600.